From a dataset of Catalyst prediction with 721,799 reactions and 888 catalyst types from USPTO. Predict which catalyst facilitates the given reaction. Reactant: [CH3:1][C@@:2]1([C:7]([OH:9])=[O:8])[CH2:6][CH2:5][CH2:4][NH:3]1.[CH2:10]=O.O.[H][H]. Product: [CH3:10][N:3]1[CH2:4][CH2:5][CH2:6][C@@:2]1([CH3:1])[C:7]([OH:9])=[O:8]. The catalyst class is: 43.